This data is from Reaction yield outcomes from USPTO patents with 853,638 reactions. The task is: Predict the reaction yield, written as a fraction of the theoretical maximum amount of product (1.0 means a 100% yield; for example, 0.34 means a 34% yield). The reactants are [CH:1]1([CH2:6][CH:7]([C:11]2[CH:16]=[CH:15][C:14]([Cl:17])=[C:13]([Cl:18])[CH:12]=2)[C:8]([OH:10])=O)[CH2:5][CH2:4][CH2:3][CH2:2]1.F[P-](F)(F)(F)(F)F.N1(O[P+](N(C)C)(N(C)C)N(C)C)C2C=CC=CC=2N=N1.[NH2:46][C:47]1[NH:48][C:49]2[CH:55]=[CH:54][CH:53]=[CH:52][C:50]=2[N:51]=1.C(N(CC)CC)C. The catalyst is C(Cl)Cl.O. The yield is 0.950. The product is [NH:48]1[C:49]2[CH:55]=[CH:54][CH:53]=[CH:52][C:50]=2[N:51]=[C:47]1[NH:46][C:8](=[O:10])[CH:7]([C:11]1[CH:16]=[CH:15][C:14]([Cl:17])=[C:13]([Cl:18])[CH:12]=1)[CH2:6][CH:1]1[CH2:2][CH2:3][CH2:4][CH2:5]1.